The task is: Binary Classification. Given a miRNA mature sequence and a target amino acid sequence, predict their likelihood of interaction.. This data is from Experimentally validated miRNA-target interactions with 360,000+ pairs, plus equal number of negative samples. (1) The miRNA is hsa-miR-6742-3p with sequence ACCUGGGUUGUCCCCUCUAG. The protein sequence of the target gene is MSSWSRQRPKSPGGIQPHVSRTLFLLLLLAASAWGVTLSPKDCQVFRSDHGSSISCQPPAEIPGYLPADTVHLAVEFFNLTHLPANLLQGASKLQELHLSSNGLESLSPEFLRPVPQLRVLDLTRNALTGLPPGLFQASATLDTLVLKENQLEVLEVSWLHGLKALGHLDLSGNRLRKLPPGLLANFTLLRTLDLGENQLETLPPDLLRGPLQLERLHLEGNKLQVLGKDLLLPQPDLRYLFLNGNKLARVAAGAFQGLRQLDMLDLSNNSLASVPEGLWASLGQPNWDMRDGFDISGNP.... Result: 0 (no interaction). (2) The miRNA is hsa-miR-222-3p with sequence AGCUACAUCUGGCUACUGGGU. The protein sequence of the target gene is MDDDSLDELVARSPGPDGHPQVGPADPAGDFEESSVGSSGDSGDDSDSEHGDGTDGEDEGASEEEDLEDRSGSEDSEDDGETLLEVAGTQGKLEAAGSFNSDDDAESCPICLNAFRDQAVGTPENCAHYFCLDCIVEWSKNANSCPVDRTLFKCICIRAQFGGKILRKIPVENTKASEEEEDPTFCEVCGRSDREDRLLLCDGCDAGYHMECLDPPLQEVPVDEWFCPECAAPGVVLAADAGPVSEEEVSLLLADVVPTTSRLRPRAGRTRAIARTRQSERVRATVNRNRISTARRVQHT.... Result: 1 (interaction).